This data is from Peptide-MHC class I binding affinity with 185,985 pairs from IEDB/IMGT. The task is: Regression. Given a peptide amino acid sequence and an MHC pseudo amino acid sequence, predict their binding affinity value. This is MHC class I binding data. (1) The peptide sequence is CFLWHVRKRF. The MHC is HLA-A30:02 with pseudo-sequence HLA-A30:02. The binding affinity (normalized) is 0.0461. (2) The binding affinity (normalized) is 0. The peptide sequence is YPGIKVRQL. The MHC is HLA-A68:01 with pseudo-sequence HLA-A68:01. (3) The peptide sequence is DLYDYITRI. The MHC is HLA-A69:01 with pseudo-sequence HLA-A69:01. The binding affinity (normalized) is 0.669. (4) The peptide sequence is IELGPHYTPKI. The MHC is Mamu-B01 with pseudo-sequence Mamu-B01. The binding affinity (normalized) is 0. (5) The peptide sequence is IEEQVNKTM. The MHC is HLA-B58:01 with pseudo-sequence HLA-B58:01. The binding affinity (normalized) is 0.213. (6) The peptide sequence is IEELREHLL. The MHC is HLA-A24:02 with pseudo-sequence HLA-A24:02. The binding affinity (normalized) is 0. (7) The peptide sequence is SKLVSRLVI. The MHC is H-2-Kb with pseudo-sequence H-2-Kb. The binding affinity (normalized) is 0.205. (8) The peptide sequence is AMIDRLHQT. The MHC is HLA-A30:01 with pseudo-sequence HLA-A30:01. The binding affinity (normalized) is 0.0847. (9) The peptide sequence is DVFCDSKLM. The MHC is HLA-A26:01 with pseudo-sequence HLA-A26:01. The binding affinity (normalized) is 0.303.